Dataset: Full USPTO retrosynthesis dataset with 1.9M reactions from patents (1976-2016). Task: Predict the reactants needed to synthesize the given product. Given the product [Cl:1][C:2]1[CH:3]=[C:4]([NH:16][C:17]2[C:26]3[C:21](=[CH:22][CH:23]=[CH:24][C:25]=3[O:27][C@H:28]([CH3:33])[C:29]([N:35]([CH2:36][CH2:37][OH:38])[CH3:34])=[O:30])[N:20]=[CH:19][N:18]=2)[CH:5]=[CH:6][C:7]=1[O:8][C:9]1[CH:10]=[N:11][C:12]([CH3:15])=[CH:13][CH:14]=1, predict the reactants needed to synthesize it. The reactants are: [Cl:1][C:2]1[CH:3]=[C:4]([NH:16][C:17]2[C:26]3[C:21](=[CH:22][CH:23]=[CH:24][C:25]=3[O:27][C@H:28]([CH3:33])[C:29](OC)=[O:30])[N:20]=[CH:19][N:18]=2)[CH:5]=[CH:6][C:7]=1[O:8][C:9]1[CH:10]=[N:11][C:12]([CH3:15])=[CH:13][CH:14]=1.[CH3:34][NH:35][CH2:36][CH2:37][OH:38].